Dataset: Reaction yield outcomes from USPTO patents with 853,638 reactions. Task: Predict the reaction yield, written as a fraction of the theoretical maximum amount of product (1.0 means a 100% yield; for example, 0.34 means a 34% yield). The reactants are [OH:1][Si:2]1([CH2:8][CH2:9][CH2:10][CH2:11][C:12]([O:14]CC2C=CC=CC=2)=[O:13])[CH2:7][CH2:6][CH2:5][CH2:4][CH2:3]1. The catalyst is C(O)C.[Pd]. The product is [OH:1][Si:2]1([CH2:8][CH2:9][CH2:10][CH2:11][C:12]([OH:14])=[O:13])[CH2:7][CH2:6][CH2:5][CH2:4][CH2:3]1. The yield is 0.970.